This data is from Catalyst prediction with 721,799 reactions and 888 catalyst types from USPTO. The task is: Predict which catalyst facilitates the given reaction. (1) Reactant: [F:1][CH2:2][C@H:3]1[CH2:7][N:6]([C@@H:8]([C:10]2[CH:15]=[CH:14][CH:13]=[CH:12][CH:11]=2)[CH3:9])[C:5](=[O:16])[C@:4]1([CH3:22])[C:17]([O:19][CH2:20][CH3:21])=[O:18].IC.C[Si]([N-][Si](C)(C)C)(C)C.[K+].[Cl-].[NH4+]. Product: [F:1][CH2:2][C@H:3]1[CH2:7][N:6]([C@@H:8]([C:10]2[CH:11]=[CH:12][CH:13]=[CH:14][CH:15]=2)[CH3:9])[C:5](=[O:16])[C@@:4]1([CH3:22])[C:17]([O:19][CH2:20][CH3:21])=[O:18]. The catalyst class is: 7. (2) Reactant: Br[CH2:2][C:3]([NH:5][C:6]1[S:7][C:8]([CH3:11])=[CH:9][N:10]=1)=[O:4].[Na+].[I-].C([O-])([O-])=O.[K+].[K+].[CH:20]1[C:32]2[NH:31][C:30]3[C:25](=[CH:26][CH:27]=[CH:28][CH:29]=3)[C:24]=2[C:23]([O:33][CH2:34][CH:35]([OH:43])[CH2:36][N:37]2[CH2:42][CH2:41][NH:40][CH2:39][CH2:38]2)=[CH:22][CH:21]=1. Product: [CH:20]1[C:32]2[NH:31][C:30]3[C:25](=[CH:26][CH:27]=[CH:28][CH:29]=3)[C:24]=2[C:23]([O:33][CH2:34][CH:35]([OH:43])[CH2:36][N:37]2[CH2:42][CH2:41][N:40]([CH2:2][C:3]([NH:5][C:6]3[S:7][C:8]([CH3:11])=[CH:9][N:10]=3)=[O:4])[CH2:39][CH2:38]2)=[CH:22][CH:21]=1. The catalyst class is: 1. (3) Reactant: [CH2:1]([OH:7])[CH2:2][CH2:3][CH2:4][CH2:5][CH3:6].[OH-].C([N+](C[CH2:23][CH2:24][CH3:25])(CCCC)CCCC)CCC.[OH-].[Na+].Cl[CH:29]=CC. Product: [CH3:29][C:24](=[CH2:23])[CH2:25][O:7][CH2:1][CH2:2][CH2:3][CH2:4][CH2:5][CH3:6]. The catalyst class is: 6.